Dataset: NCI-60 drug combinations with 297,098 pairs across 59 cell lines. Task: Regression. Given two drug SMILES strings and cell line genomic features, predict the synergy score measuring deviation from expected non-interaction effect. (1) Drug 1: CC1=C2C(C(=O)C3(C(CC4C(C3C(C(C2(C)C)(CC1OC(=O)C(C(C5=CC=CC=C5)NC(=O)OC(C)(C)C)O)O)OC(=O)C6=CC=CC=C6)(CO4)OC(=O)C)OC)C)OC. Drug 2: CC(C)CN1C=NC2=C1C3=CC=CC=C3N=C2N. Cell line: U251. Synergy scores: CSS=42.0, Synergy_ZIP=6.06, Synergy_Bliss=3.11, Synergy_Loewe=-30.0, Synergy_HSA=2.22. (2) Drug 1: C1=NC2=C(N1)C(=S)N=C(N2)N. Drug 2: C1=NC2=C(N=C(N=C2N1C3C(C(C(O3)CO)O)O)F)N. Cell line: OVCAR3. Synergy scores: CSS=45.3, Synergy_ZIP=-2.04, Synergy_Bliss=-4.01, Synergy_Loewe=-12.0, Synergy_HSA=-4.09.